Binary Classification. Given a miRNA mature sequence and a target amino acid sequence, predict their likelihood of interaction. From a dataset of Experimentally validated miRNA-target interactions with 360,000+ pairs, plus equal number of negative samples. (1) The miRNA is hsa-miR-3155b with sequence CCAGGCUCUGCAGUGGGA. The protein sequence of the target gene is MMEERAAAAVAAAASSCRPLGSGAGPGPTGAAPVSAPAPGPGPAGKGGGGGGSPGPTAGPEPLSLPGILHFIQHEWARFEAEKARWEAERAELQAQVAFLQGERKGQENLKTDLVRRIKMLEYALKQERAKYHKLKFGTDLNQGEKKADVSEQVSNGPVESVTLENSPLVWKEGRQLLRQYLEEVGYTDTILDMRSKRVRSLLGRSLELNGAVEPSEGAPRAPPGPAGLSGGESLLVKQIEEQIKRNAAGKDGKERLGGSVLGQIPFLQNCEDEDSDEDDELDSVQHKKQRVKLPSKALV.... Result: 0 (no interaction). (2) The miRNA is hsa-miR-6826-3p with sequence CUCCCCUCUCUUUCCUGUUCAG. The protein sequence of the target gene is MLGIWIVAFLFFGTSRGKEVCYERLGCFKDGLPWTRTFSTELVGLPWSPEKINTRFLLYTIHNPNAYQEISAVNSSTIQASYFGTDKITRINIAGWKTDGKWQRDMCNVLLQLEDINCINLDWINGSREYIHAVNNLRVVGAEVAYFIDVLMKKFEYSPSKVHLIGHSLGAHLAGEAGSRIPGLGRITGLDPAGPFFHNTPKEVRLDPSDANFVDVIHTNAARILFELGVGTIDACGHLDFYPNGGKHMPGCEDLITPLLKFNFNAYKKEMASFFDCNHARSYQFYAESILNPDAFIAYP.... Result: 0 (no interaction). (3) The miRNA is hsa-miR-20b-5p with sequence CAAAGUGCUCAUAGUGCAGGUAG. The protein sequence of the target gene is MSAIFNFQSLLTVILLLICTCAYIRSLAPSLLDRNKTGLLGIFWKCARIGERKSPYVAVCCIVMAFSILFIQ. Result: 1 (interaction). (4) The miRNA is hsa-miR-3941 with sequence UUACACACAACUGAGGAUCAUA. The protein sequence of the target gene is MADGELNVDSLITRLLEVRGCRPGKIVQMTEAEVRGLCIKSREIFLSQPILLELEAPLKICGDIHGQYTDLLRLFEYGGFPPEANYLFLGDYVDRGKQSLETICLLLAYKIKYPENFFLLRGNHECASINRIYGFYDECKRRFNIKLWKTFTDCFNCLPIAAIVDEKIFCCHGGLSPDLQSMEQIRRIMRPTDVPDTGLLCDLLWSDPDKDVQGWGENDRGVSFTFGADVVSKFLNRHDLDLICRAHQVVEDGYEFFAKRQLVTLFSAPNYCGEFDNAGGMMSVDETLMCSFQILKPSEK.... Result: 1 (interaction). (5) The miRNA is hsa-miR-4731-5p with sequence UGCUGGGGGCCACAUGAGUGUG. The protein sequence of the target gene is MEQANPLRPDGESKGGVLAHLERLETQVSRSRKQSEELQSVQAQEGALGTKIHKLRRLRDELRAVVRHRRASVKACIANVEPNQTVEINEQEALEEKLENVKAILQAYHFTGLSGKLTSRGVCVCISTAFEGNLLDSYFVDLVIQKPLRIHHHSVPVFIPLEEIAAKYLQTNIQHFLFSLCEYLNAYSGRKYQADRLQSDFAALLTGPLQRNPLCNLLSFTYKLDPGGQSFPFCARLLYKDLTATLPTDVTVTCQGVEVLSTSWEEQRASHETLFCTKPLHQVFASFTRKGEKLDMSLVS.... Result: 1 (interaction).